This data is from Forward reaction prediction with 1.9M reactions from USPTO patents (1976-2016). The task is: Predict the product of the given reaction. (1) Given the reactants [NH2:1][CH:2]([C:9]1[C:14]([O:15][CH3:16])=[CH:13][CH:12]=[CH:11][C:10]=1[O:17][CH3:18])[CH2:3][CH2:4][C:5]([O:7]C)=O.[N:19]1([C:24]2[CH:25]=[C:26]([CH:29]=[CH:30][CH:31]=2)[CH:27]=O)[CH:23]=[CH:22][CH:21]=[N:20]1, predict the reaction product. The product is: [N:19]1([C:24]2[CH:25]=[C:26]([CH:29]=[CH:30][CH:31]=2)[CH2:27][N:1]2[CH:2]([C:9]3[C:14]([O:15][CH3:16])=[CH:13][CH:12]=[CH:11][C:10]=3[O:17][CH3:18])[CH2:3][CH2:4][C:5]2=[O:7])[CH:23]=[CH:22][CH:21]=[N:20]1. (2) Given the reactants [O:1]=[C:2]([NH:7][C:8]1[CH:13]=[CH:12][CH:11]=[CH:10][CH:9]=1)[CH2:3][C:4](O)=[O:5].C1N(P(Cl)(N2C(=O)OCC2)=O)C(=O)OC1.[Cl:29][CH2:30][CH2:31][N:32]([CH2:34][C:35]1[CH:40]=[CH:39][C:38]([C:41]2[S:49][C:48]3[C:43](=[N:44][CH:45]=[CH:46][C:47]=3[O:50][C:51]3[CH:56]=[CH:55][C:54]([NH2:57])=[CH:53][C:52]=3[F:58])[CH:42]=2)=[CH:37][CH:36]=1)[CH3:33].CCN(C(C)C)C(C)C, predict the reaction product. The product is: [Cl:29][CH2:30][CH2:31][N:32]([CH2:34][C:35]1[CH:36]=[CH:37][C:38]([C:41]2[S:49][C:48]3[C:43](=[N:44][CH:45]=[CH:46][C:47]=3[O:50][C:51]3[CH:56]=[CH:55][C:54]([NH:57][C:4](=[O:5])[CH2:3][C:2]([NH:7][C:8]4[CH:9]=[CH:10][CH:11]=[CH:12][CH:13]=4)=[O:1])=[CH:53][C:52]=3[F:58])[CH:42]=2)=[CH:39][CH:40]=1)[CH3:33]. (3) Given the reactants C[O-].[Na+].[CH3:4][N:5]([CH3:21])[C:6]1[N:10]([CH2:11][C:12]2[CH:17]=[CH:16][CH:15]=[CH:14][C:13]=2[F:18])[N:9]=[C:8]([C:19]#[N:20])[CH:7]=1.[Cl-:22].[NH4+:23].C(O)(=O)C, predict the reaction product. The product is: [ClH:22].[CH3:4][N:5]([CH3:21])[C:6]1[N:10]([CH2:11][C:12]2[CH:17]=[CH:16][CH:15]=[CH:14][C:13]=2[F:18])[N:9]=[C:8]([C:19](=[NH:23])[NH2:20])[CH:7]=1. (4) Given the reactants [NH:1]1[CH2:6][CH2:5][CH:4]([N:7]2[C:11]3[CH:12]=[CH:13][CH:14]=[CH:15][C:10]=3[NH:9][C:8]2=[O:16])[CH2:3][CH2:2]1.O=[C:18]1[CH2:22][CH2:21][N:20]([C:23]([O:25][CH2:26][CH3:27])=[O:24])[CH2:19]1, predict the reaction product. The product is: [O:16]=[C:8]1[N:7]([CH:4]2[CH2:3][CH2:2][N:1]([CH:18]3[CH2:22][CH2:21][N:20]([C:23]([O:25][CH2:26][CH3:27])=[O:24])[CH2:19]3)[CH2:6][CH2:5]2)[C:11]2[CH:12]=[CH:13][CH:14]=[CH:15][C:10]=2[NH:9]1. (5) Given the reactants [CH3:1][C:2]1[NH:3][C:4]2[C:9]([C:10]=1[CH3:11])=[CH:8][C:7]([OH:12])=[CH:6][CH:5]=2.[Br:13][CH2:14][CH2:15][CH2:16][CH2:17]Br, predict the reaction product. The product is: [Br:13][CH2:14][CH2:15][CH2:16][CH2:17][O:12][C:7]1[CH:8]=[C:9]2[C:4](=[CH:5][CH:6]=1)[NH:3][C:2]([CH3:1])=[C:10]2[CH3:11]. (6) Given the reactants [CH2:1]([O:4][C:5]([NH:7][C:8]1[S:9][CH:10]=[C:11]([C:13]([OH:20])([CH3:19])[C:14]([O:16][CH2:17][CH3:18])=O)[N:12]=1)=[O:6])[CH:2]=[CH2:3].[BH4-].[Na+].[OH2:23].Cl, predict the reaction product. The product is: [C:17]([O:16][CH2:14][C:13]([C:11]1[N:12]=[C:8]([NH:7][C:5]([O:4][CH2:1][CH:2]=[CH2:3])=[O:6])[S:9][CH:10]=1)([OH:20])[CH3:19])(=[O:23])[CH3:18]. (7) Given the reactants C(OC([C:6]1[O:7][C:8]2[CH:19]=[C:18]([F:20])[CH:17]=[CH:16][C:9]=2[C:10]=1[C:11]([O:13][CH2:14][CH3:15])=[O:12])=O)C.[Cl-].[Na+].O, predict the reaction product. The product is: [CH2:14]([O:13][C:11]([C:10]1[C:9]2[CH:16]=[CH:17][C:18]([F:20])=[CH:19][C:8]=2[O:7][CH:6]=1)=[O:12])[CH3:15].